Predict the reactants needed to synthesize the given product. From a dataset of Full USPTO retrosynthesis dataset with 1.9M reactions from patents (1976-2016). (1) Given the product [CH3:1][O:2][C:3](=[O:41])[C:4]1[CH:9]=[CH:8][C:7]([CH2:10][N:11]2[CH:15]=[C:14]([C:16]3[CH:21]=[CH:20][C:19]([Cl:22])=[CH:18][C:17]=3[Cl:23])[N:13]=[C:12]2/[CH:24]=[CH:25]/[C:26]2[CH:31]=[CH:30][C:29]([C:32]3[CH:37]=[CH:36][C:35]([NH:38][C:42](=[O:47])[CH2:43][CH:44]([CH3:46])[CH3:45])=[C:34]([O:39][CH3:40])[CH:33]=3)=[CH:28][CH:27]=2)=[CH:6][CH:5]=1, predict the reactants needed to synthesize it. The reactants are: [CH3:1][O:2][C:3](=[O:41])[C:4]1[CH:9]=[CH:8][C:7]([CH2:10][N:11]2[CH:15]=[C:14]([C:16]3[CH:21]=[CH:20][C:19]([Cl:22])=[CH:18][C:17]=3[Cl:23])[N:13]=[C:12]2/[CH:24]=[CH:25]/[C:26]2[CH:31]=[CH:30][C:29]([C:32]3[CH:37]=[CH:36][C:35]([NH2:38])=[C:34]([O:39][CH3:40])[CH:33]=3)=[CH:28][CH:27]=2)=[CH:6][CH:5]=1.[C:42](O)(=[O:47])[CH2:43][CH:44]([CH3:46])[CH3:45]. (2) Given the product [CH:18]([N:13]1[C:12]([C:34]2[CH:35]=[C:30]([CH3:29])[CH:31]=[CH:32][CH:33]=2)=[C:11]2[C:15]([CH2:16][CH2:17][NH:8][CH2:9][CH2:10]2)=[N:14]1)([CH3:19])[CH3:20], predict the reactants needed to synthesize it. The reactants are: C(OC([N:8]1[CH2:17][CH2:16][C:15]2[C:11](=[C:12](OS(C(F)(F)F)(=O)=O)[N:13]([CH:18]([CH3:20])[CH3:19])[N:14]=2)[CH2:10][CH2:9]1)=O)(C)(C)C.[CH3:29][C:30]1[CH:31]=[C:32](B(O)O)[CH:33]=[CH:34][CH:35]=1. (3) Given the product [ClH:13].[O:36]1[C:45]2[CH:44]=[C:43]([CH2:46][NH:15][CH:16]3[CH2:21][CH2:20][N:19]([CH2:22][CH:23]4[C:33]5=[C:34]6[C:29](=[CH:30][CH:31]=[CH:32]5)[CH:28]=[CH:27][C:26](=[O:35])[N:25]6[CH2:24]4)[CH2:18][CH2:17]3)[N:42]=[CH:41][C:40]=2[O:39][CH2:38][CH2:37]1, predict the reactants needed to synthesize it. The reactants are: C1(N)C(F)=C(F)C(F)=C(N)C=1F.[ClH:13].Cl.[NH2:15][CH:16]1[CH2:21][CH2:20][N:19]([CH2:22][CH:23]2[C:33]3=[C:34]4[C:29](=[CH:30][CH:31]=[CH:32]3)[CH:28]=[CH:27][C:26](=[O:35])[N:25]4[CH2:24]2)[CH2:18][CH2:17]1.[O:36]1[C:45]2[CH:44]=[C:43]([CH:46]=O)[N:42]=[CH:41][C:40]=2[O:39][CH2:38][CH2:37]1. (4) The reactants are: [Cl:1][C:2]1[CH:7]=[CH:6][CH:5]=[CH:4][C:3]=1[NH:8][C:9]1[O:10][CH2:11][C:12](=[O:19])[C:13]=1[C:14]([O:16][CH2:17][CH3:18])=[O:15].[NH:20]1[C:28]2[C:23](=[CH:24][CH:25]=[CH:26][N:27]=2)[C:22]([CH:29]=O)=[CH:21]1.N1CCCCC1. Given the product [NH:20]1[C:28]2=[N:27][CH:26]=[CH:25][CH:24]=[C:23]2[C:22]([CH:29]=[C:11]2[O:10][C:9]([NH:8][C:3]3[CH:4]=[CH:5][CH:6]=[CH:7][C:2]=3[Cl:1])=[C:13]([C:14]([O:16][CH2:17][CH3:18])=[O:15])[C:12]2=[O:19])=[CH:21]1, predict the reactants needed to synthesize it. (5) Given the product [CH3:53][O:52][C:50]1[CH:49]=[C:48]([O:54][CH3:55])[N:47]=[C:46]([CH2:45][N:1]2[C:9]3[C:4](=[CH:5][CH:6]=[CH:7][CH:8]=3)[C:3]3([C:21]4[C:12](=[CH:13][C:14]5[O:19][CH2:18][CH2:17][O:16][C:15]=5[CH:20]=4)[O:11][CH2:10]3)[C:2]2=[O:22])[N:51]=1, predict the reactants needed to synthesize it. The reactants are: [NH:1]1[C:9]2[C:4](=[CH:5][CH:6]=[CH:7][CH:8]=2)[C:3]2([C:21]3[C:12](=[CH:13][C:14]4[O:19][CH2:18][CH2:17][O:16][C:15]=4[CH:20]=3)[O:11][CH2:10]2)[C:2]1=[O:22].N1C2C(=CC=CC=2)C2(COC3C=C4C(=CC2=3)CCO4)C1=O.Cl[CH2:45][C:46]1[N:51]=[C:50]([O:52][CH3:53])[CH:49]=[C:48]([O:54][CH3:55])[N:47]=1.ClCC1C=NC(OC)=NC=1. (6) Given the product [CH3:24][O:25][C:26]1[CH:33]=[CH:32][C:29]([CH2:30][N:14]([CH2:13][CH2:12][CH2:11][N:10]([CH2:30][C:29]2[CH:32]=[CH:33][C:26]([O:25][CH3:24])=[CH:27][CH:28]=2)[C:8]([O:7][CH2:6][C:5]2[S:1][CH:2]=[N:3][CH:4]=2)=[O:9])[C:15](=[O:21])[O:16][C:17]([CH3:18])([CH3:20])[CH3:19])=[CH:28][CH:27]=1, predict the reactants needed to synthesize it. The reactants are: [S:1]1[C:5]([CH2:6][O:7][C:8]([NH:10][CH2:11][CH2:12][CH2:13][NH:14][C:15](=[O:21])[O:16][C:17]([CH3:20])([CH3:19])[CH3:18])=[O:9])=[CH:4][N:3]=[CH:2]1.[H-].[Na+].[CH3:24][O:25][C:26]1[CH:33]=[CH:32][C:29]([CH2:30]Br)=[CH:28][CH:27]=1. (7) The reactants are: [F:1][C:2]([F:13])([F:12])[C:3]1[CH:8]=[CH:7][CH:6]=[CH:5][C:4]=1B(O)O.Br[C:15]1[CH:24]=[C:23]([O:25][CH3:26])[C:22]2[NH:21][CH2:20][C@@H:19]3[CH2:27][N:28](C(OC(C)(C)C)=O)[CH2:29][C@@H:18]3[C:17]=2[CH:16]=1. Given the product [CH3:26][O:25][C:23]1[C:22]2[NH:21][CH2:20][C@@H:19]3[CH2:27][NH:28][CH2:29][C@@H:18]3[C:17]=2[CH:16]=[C:15]([C:4]2[CH:5]=[CH:6][CH:7]=[CH:8][C:3]=2[C:2]([F:13])([F:12])[F:1])[CH:24]=1, predict the reactants needed to synthesize it. (8) Given the product [F:14][C:12]1[CH:13]=[C:8]([NH:7][C:4]2[NH:5][N:6]=[C:2]([NH2:1])[N:3]=2)[CH:9]=[C:10]([C:26]([F:29])([F:27])[F:28])[C:11]=1[C:15]1[CH:20]=[CH:19][C:18]2[C:17](=[CH:40][CH:35]=[CH:36][CH:37]=2)[CH:16]=1, predict the reactants needed to synthesize it. The reactants are: [NH2:1][C:2]1[N:3]=[C:4]([NH:7][C:8]2[CH:13]=[C:12]([F:14])[C:11]([C:15]3[CH:20]=[CH:19][C:18](NS(C)(=O)=O)=[CH:17][CH:16]=3)=[C:10]([C:26]([F:29])([F:28])[F:27])[CH:9]=2)[NH:5][N:6]=1.CS(N[C:35]1[CH:40]=CC(B(O)O)=[CH:37][CH:36]=1)(=O)=O. (9) Given the product [OH:13][C@H:4]1[CH2:3][C:11]2[C:6](=[CH:7][CH:8]=[CH:9][CH:10]=2)[C@@H:5]1[NH:12][C:14](=[O:15])[O:16][C:17]([CH3:20])([CH3:19])[CH3:18], predict the reactants needed to synthesize it. The reactants are: [OH-].[Na+].[CH2:3]1[C:11]2[C:6](=[CH:7][CH:8]=[CH:9][CH:10]=2)[C@H:5]([NH2:12])[C@H:4]1[OH:13].[C:14](O[C:14]([O:16][C:17]([CH3:20])([CH3:19])[CH3:18])=[O:15])([O:16][C:17]([CH3:20])([CH3:19])[CH3:18])=[O:15].